This data is from Full USPTO retrosynthesis dataset with 1.9M reactions from patents (1976-2016). The task is: Predict the reactants needed to synthesize the given product. (1) Given the product [F:15][C:16]1[CH:21]=[CH:20][C:19]([F:22])=[CH:18][C:17]=1[O:1][CH:2]1[CH2:3][CH2:4][N:5]([C:8]([O:10][C:11]([CH3:14])([CH3:13])[CH3:12])=[O:9])[CH2:6][CH2:7]1, predict the reactants needed to synthesize it. The reactants are: [OH:1][CH:2]1[CH2:7][CH2:6][N:5]([C:8]([O:10][C:11]([CH3:14])([CH3:13])[CH3:12])=[O:9])[CH2:4][CH2:3]1.[F:15][C:16]1[CH:21]=[CH:20][C:19]([F:22])=[CH:18][C:17]=1O.C1(P(C2C=CC=CC=2)C2C=CC=CC=2)C=CC=CC=1.CCOC(/N=N/C(OCC)=O)=O. (2) Given the product [C:9]([O:17][CH2:18][C:19](=[O:25])[N:20]([CH2:21][CH3:22])[CH2:23][CH3:24])(=[O:16])/[CH:10]=[CH:11]/[C:12]([O:14][CH3:15])=[O:13].[C:1]([OH:8])(=[O:7])[CH2:2][CH2:3][C:4]([OH:6])=[O:5].[C:9]([O:17][CH2:18][C:19](=[O:25])[N:20]([CH2:21][CH3:22])[CH2:23][CH3:24])(=[O:16])/[CH:10]=[CH:11]/[C:12]([O:14][CH3:15])=[O:13].[C:1]([OH:8])(=[O:7])[CH2:2][CH2:3][C:4]([OH:6])=[O:5], predict the reactants needed to synthesize it. The reactants are: [C:1]([OH:8])(=[O:7])[CH2:2][CH2:3][C:4]([OH:6])=[O:5].[C:9]([O:17][CH2:18][C:19](=[O:25])[N:20]([CH2:23][CH3:24])[CH2:21][CH3:22])(=[O:16])/[CH:10]=[CH:11]/[C:12]([O:14][CH3:15])=[O:13].O. (3) The reactants are: Cl[C:2]1[N:3]=[C:4]([NH:18][CH3:19])[C:5]2[N:6]=[C:7]([NH:14][CH2:15][CH2:16][CH3:17])[N:8]=[C:9]([NH:12][CH3:13])[C:10]=2[N:11]=1.[CH3:20][NH:21][CH3:22]. Given the product [CH3:20][N:21]([CH3:22])[C:2]1[N:3]=[C:4]([NH:18][CH3:19])[C:5]2[N:6]=[C:7]([NH:14][CH2:15][CH2:16][CH3:17])[N:8]=[C:9]([NH:12][CH3:13])[C:10]=2[N:11]=1, predict the reactants needed to synthesize it. (4) Given the product [CH2:8]([C:4]1[CH:3]=[C:2]([CH:7]=[CH:6][CH:5]=1)[CH:18]=[O:19])[CH2:9][CH3:10], predict the reactants needed to synthesize it. The reactants are: Br[C:2]1[CH:7]=[CH:6][CH:5]=[C:4]([CH2:8][CH2:9][CH3:10])[CH:3]=1.C([Li])CCC.CN(C)[CH:18]=[O:19].Cl. (5) Given the product [Br:24][CH2:25][CH2:26][N:27]([CH2:34][CH3:35])[C:28]1[CH:33]=[CH:32][C:31](/[N:12]=[N:6]/[C:7]2[NH:8][CH:9]=[CH:10][N:11]=2)=[CH:30][CH:29]=1, predict the reactants needed to synthesize it. The reactants are: S(O)(O)(=O)=O.[NH2:6][C:7]1[NH:8][CH:9]=[CH:10][N:11]=1.[NH2:12]C1NC=CN=1.Cl.[N+]([O-])([O-])=O.[Na+].[Br:24][CH2:25][CH2:26][N:27]([CH2:34][CH3:35])[C:28]1[CH:33]=[CH:32][CH:31]=[CH:30][CH:29]=1.C(=O)(O)[O-].[Na+]. (6) Given the product [NH2:65][C:60]1[CH:59]=[C:58]([O:57][C:56]([F:55])([F:66])[F:67])[CH:63]=[CH:62][C:61]=1[NH:64][C:34](=[O:36])[CH2:33][CH2:32][CH:30]1[CH2:29][CH:28]([N:27]([CH2:26][C@@H:18]2[C@@H:19]3[C@@H:20]([O:21][C:22]([CH3:25])([CH3:24])[O:23]3)[C@H:16]([N:13]3[C:9]4[N:10]=[CH:11][N:12]=[C:7]([NH:6][CH2:5][C:4]5[CH:40]=[CH:41][C:42]([O:44][CH3:45])=[CH:43][C:3]=5[O:2][CH3:1])[C:8]=4[CH:15]=[CH:14]3)[CH2:17]2)[CH:37]([CH3:39])[CH3:38])[CH2:31]1, predict the reactants needed to synthesize it. The reactants are: [CH3:1][O:2][C:3]1[CH:43]=[C:42]([O:44][CH3:45])[CH:41]=[CH:40][C:4]=1[CH2:5][NH:6][C:7]1[C:8]2[CH:15]=[CH:14][N:13]([C@H:16]3[C@@H:20]4[O:21][C:22]([CH3:25])([CH3:24])[O:23][C@@H:19]4[C@@H:18]([CH2:26][N:27]([CH:37]([CH3:39])[CH3:38])[CH:28]4[CH2:31][CH:30]([CH2:32][CH2:33][C:34]([OH:36])=O)[CH2:29]4)[CH2:17]3)[C:9]=2[N:10]=[CH:11][N:12]=1.C(N(CC)C(C)C)(C)C.[F:55][C:56]([F:67])([F:66])[O:57][C:58]1[CH:59]=[C:60]([NH2:65])[C:61]([NH2:64])=[CH:62][CH:63]=1.CN(C)C=O. (7) Given the product [CH2:188]([O:187][C:166]1[CH:165]=[C:22]([CH:21]=[C:20]([O:19][CH2:1][CH2:2][CH2:3][CH2:4][CH2:5][CH2:6][CH2:7][CH2:8][CH2:9][CH2:10][CH2:11][CH2:12][CH2:13][CH2:14][CH2:15][CH2:16][CH2:17][CH3:18])[C:167]=1[O:168][CH2:169][CH2:170][CH2:171][CH2:172][CH2:173][CH2:174][CH2:175][CH2:176][CH2:177][CH2:178][CH2:179][CH2:180][CH2:181][CH2:182][CH2:183][CH2:184][CH2:185][CH3:186])[CH2:23][O:24][C:25]1[CH:26]=[C:27]([CH:32]=[C:33]([O:100][CH2:101][C:102]2[CH:103]=[C:104]([O:146][CH2:147][CH2:148][CH2:149][CH2:150][CH2:151][CH2:152][CH2:153][CH2:154][CH2:155][CH2:156][CH2:157][CH2:158][CH2:159][CH2:160][CH2:161][CH2:162][CH2:163][CH3:164])[C:105]([O:127][CH2:128][CH2:129][CH2:130][CH2:131][CH2:132][CH2:133][CH2:134][CH2:135][CH2:136][CH2:137][CH2:138][CH2:139][CH2:140][CH2:141][CH2:142][CH2:143][CH2:144][CH3:145])=[C:106]([O:108][CH2:109][CH2:110][CH2:111][CH2:112][CH2:113][CH2:114][CH2:115][CH2:116][CH2:117][CH2:118][CH2:119][CH2:120][CH2:121][CH2:122][CH2:123][CH2:124][CH2:125][CH3:126])[CH:107]=2)[C:34]=1[O:35][CH2:36][C:37]1[CH:38]=[C:39]([O:81][CH2:82][CH2:83][CH2:84][CH2:85][CH2:86][CH2:87][CH2:88][CH2:89][CH2:90][CH2:91][CH2:92][CH2:93][CH2:94][CH2:95][CH2:96][CH2:97][CH2:98][CH3:99])[C:40]([O:62][CH2:63][CH2:64][CH2:65][CH2:66][CH2:67][CH2:68][CH2:69][CH2:70][CH2:71][CH2:72][CH2:73][CH2:74][CH2:75][CH2:76][CH2:77][CH2:78][CH2:79][CH3:80])=[C:41]([O:43][CH2:44][CH2:45][CH2:46][CH2:47][CH2:48][CH2:49][CH2:50][CH2:51][CH2:52][CH2:53][CH2:54][CH2:55][CH2:56][CH2:57][CH2:58][CH2:59][CH2:60][CH3:61])[CH:42]=1)[CH2:28][OH:29])[CH2:189][CH2:190][CH2:191][CH2:192][CH2:193][CH2:194][CH2:195][CH2:196][CH2:197][CH2:198][CH2:199][CH2:200][CH2:201][CH2:202][CH2:203][CH2:204][CH3:205], predict the reactants needed to synthesize it. The reactants are: [CH2:1]([O:19][C:20]1[CH:21]=[C:22]([CH:165]=[C:166]([O:187][CH2:188][CH2:189][CH2:190][CH2:191][CH2:192][CH2:193][CH2:194][CH2:195][CH2:196][CH2:197][CH2:198][CH2:199][CH2:200][CH2:201][CH2:202][CH2:203][CH2:204][CH3:205])[C:167]=1[O:168][CH2:169][CH2:170][CH2:171][CH2:172][CH2:173][CH2:174][CH2:175][CH2:176][CH2:177][CH2:178][CH2:179][CH2:180][CH2:181][CH2:182][CH2:183][CH2:184][CH2:185][CH3:186])[CH2:23][O:24][C:25]1[CH:26]=[C:27]([CH:32]=[C:33]([O:100][CH2:101][C:102]2[CH:107]=[C:106]([O:108][CH2:109][CH2:110][CH2:111][CH2:112][CH2:113][CH2:114][CH2:115][CH2:116][CH2:117][CH2:118][CH2:119][CH2:120][CH2:121][CH2:122][CH2:123][CH2:124][CH2:125][CH3:126])[C:105]([O:127][CH2:128][CH2:129][CH2:130][CH2:131][CH2:132][CH2:133][CH2:134][CH2:135][CH2:136][CH2:137][CH2:138][CH2:139][CH2:140][CH2:141][CH2:142][CH2:143][CH2:144][CH3:145])=[C:104]([O:146][CH2:147][CH2:148][CH2:149][CH2:150][CH2:151][CH2:152][CH2:153][CH2:154][CH2:155][CH2:156][CH2:157][CH2:158][CH2:159][CH2:160][CH2:161][CH2:162][CH2:163][CH3:164])[CH:103]=2)[C:34]=1[O:35][CH2:36][C:37]1[CH:42]=[C:41]([O:43][CH2:44][CH2:45][CH2:46][CH2:47][CH2:48][CH2:49][CH2:50][CH2:51][CH2:52][CH2:53][CH2:54][CH2:55][CH2:56][CH2:57][CH2:58][CH2:59][CH2:60][CH3:61])[C:40]([O:62][CH2:63][CH2:64][CH2:65][CH2:66][CH2:67][CH2:68][CH2:69][CH2:70][CH2:71][CH2:72][CH2:73][CH2:74][CH2:75][CH2:76][CH2:77][CH2:78][CH2:79][CH3:80])=[C:39]([O:81][CH2:82][CH2:83][CH2:84][CH2:85][CH2:86][CH2:87][CH2:88][CH2:89][CH2:90][CH2:91][CH2:92][CH2:93][CH2:94][CH2:95][CH2:96][CH2:97][CH2:98][CH3:99])[CH:38]=1)[C:28](OC)=[O:29])[CH2:2][CH2:3][CH2:4][CH2:5][CH2:6][CH2:7][CH2:8][CH2:9][CH2:10][CH2:11][CH2:12][CH2:13][CH2:14][CH2:15][CH2:16][CH2:17][CH3:18].[H-].[Al+3].[Li+].[H-].[H-].[H-].Cl.